Task: Predict which catalyst facilitates the given reaction.. Dataset: Catalyst prediction with 721,799 reactions and 888 catalyst types from USPTO (1) Reactant: C([O:5][C:6](=[O:68])[CH2:7][CH2:8][CH2:9][CH2:10][CH2:11][CH2:12][CH2:13][CH2:14][CH2:15][CH2:16][CH2:17][CH2:18][CH2:19][CH2:20][CH2:21][CH2:22][CH2:23][CH2:24][C:25](=[O:67])[NH:26][C@H:27]([C:60]([O:62]C(C)(C)C)=[O:61])[CH2:28][CH2:29][C:30](=[O:59])[NH:31][CH2:32][CH2:33][O:34][CH2:35][CH2:36][O:37][CH2:38][C:39](=[O:58])[NH:40][CH2:41][CH2:42][O:43][CH2:44][CH2:45][O:46][CH2:47][C:48](=[O:57])[NH:49][CH2:50][CH2:51][NH:52][C:53](=[O:56])[CH2:54][I:55])(C)(C)C. Product: [C:60]([C@@H:27]([NH:26][C:25]([CH2:24][CH2:23][CH2:22][CH2:21][CH2:20][CH2:19][CH2:18][CH2:17][CH2:16][CH2:15][CH2:14][CH2:13][CH2:12][CH2:11][CH2:10][CH2:9][CH2:8][CH2:7][C:6]([OH:68])=[O:5])=[O:67])[CH2:28][CH2:29][C:30](=[O:59])[NH:31][CH2:32][CH2:33][O:34][CH2:35][CH2:36][O:37][CH2:38][C:39](=[O:58])[NH:40][CH2:41][CH2:42][O:43][CH2:44][CH2:45][O:46][CH2:47][C:48](=[O:57])[NH:49][CH2:50][CH2:51][NH:52][C:53](=[O:56])[CH2:54][I:55])([OH:62])=[O:61]. The catalyst class is: 67. (2) Reactant: Br[CH2:2][C:3]1[CH:8]=[CH:7][C:6]([CH3:9])=[CH:5][CH:4]=1.[SH:10][CH2:11][CH2:12][OH:13].C([O-])([O-])=O.[K+].[K+].C(Cl)Cl. Product: [CH3:9][C:6]1[CH:7]=[CH:8][C:3]([CH2:2][S:10][CH2:11][CH2:12][OH:13])=[CH:4][CH:5]=1. The catalyst class is: 6. (3) Reactant: [Cl:1][C:2]1[CH:7]=[C:6]([Cl:8])[CH:5]=[CH:4][C:3]=1[C:9](=[O:11])[CH3:10].[C:12](=O)([O:16]CC)[O:13][CH2:14][CH3:15].[H-].[Na+].C(O)(=O)C. Product: [Cl:1][C:2]1[CH:7]=[C:6]([Cl:8])[CH:5]=[CH:4][C:3]=1[C:9](=[O:11])[CH2:10][C:12]([O:13][CH2:14][CH3:15])=[O:16]. The catalyst class is: 6.